From a dataset of Full USPTO retrosynthesis dataset with 1.9M reactions from patents (1976-2016). Predict the reactants needed to synthesize the given product. (1) Given the product [F:23][C:24]([F:32])([F:31])[C:25]1[CH:29]=[C:28]([NH:30][C:13]([C:3]2[C:2]([NH2:1])=[N:7][C:6]([C:8]([F:9])([F:10])[F:11])=[C:5]([Br:12])[N:4]=2)=[O:15])[NH:27][N:26]=1, predict the reactants needed to synthesize it. The reactants are: [NH2:1][C:2]1[C:3]([C:13]([OH:15])=O)=[N:4][C:5]([Br:12])=[C:6]([C:8]([F:11])([F:10])[F:9])[N:7]=1.CCN(CC)CC.[F:23][C:24]([F:32])([F:31])[C:25]1[CH:29]=[C:28]([NH2:30])[NH:27][N:26]=1.CN(C(ON1N=NC2C=CC=NC1=2)=[N+](C)C)C.F[P-](F)(F)(F)(F)F. (2) Given the product [CH2:33]([O:37][C:38]1[N:46]=[C:45]2[C:41]([N:42]=[C:43]([O:47][CH3:48])[N:44]2[CH2:51][CH2:52][CH2:53][CH2:54][CH:55]2[CH2:59][CH2:58][O:57][CH2:56]2)=[C:40]([NH2:49])[N:39]=1)[CH2:34][CH2:35][CH3:36], predict the reactants needed to synthesize it. The reactants are: C(NC1N=C2C(N=C(OC)N2CCCC2CCOC2)=C(N)N=1)CCC.FC(F)(F)C(O)=O.[CH2:33]([O:37][C:38]1[NH:39][C:40]([NH2:49])=[C:41]2[C:45]([N:46]=1)=[N:44][C:43]([O:47][CH3:48])=[N:42]2)[CH2:34][CH2:35][CH3:36].Br[CH2:51][CH2:52][CH2:53][CH2:54][CH:55]1[CH2:59][CH2:58][O:57][CH2:56]1. (3) Given the product [N+:77]([C:72]1[CH:73]=[CH:74][CH:75]=[CH:76][C:71]=1[C:63]1[N:64]([CH2:86][CH:87]([OH:90])[CH2:88][OH:22])[C:65]2[CH:70]=[CH:69][CH:68]=[CH:67][C:66]=2[N:62]=1)([O-:79])=[O:78], predict the reactants needed to synthesize it. The reactants are: CC[C@@H]1[C@@H]2C[C@H]([C@@H](OC3C4C(=CC=CC=4)C(O[C@@H](C4C=CN=C5C=4C=C(OC)C=C5)[C@@H]4N5C[C@H](CC)[C@@H](CC5)C4)=NN=3)C3C=CN=C4C=3C=C([O:22]C)C=C4)N(CC2)C1.C([N:62]1[C:66]2[CH:67]=[CH:68][CH:69]=[CH:70][C:65]=2[N:64]=[C:63]1[C:71]1[CH:76]=[CH:75][CH:74]=[CH:73][C:72]=1[N+:77]([O-:79])=[O:78])C=C.[O-]S([O-])=O.[Na+].[Na+].[CH3:86][C:87]([OH:90])(C)[CH3:88]. (4) Given the product [ClH:51].[ClH:51].[CH:8]1([C@H:7]([NH:13][C:14]([O:16][CH2:17][C:18]([CH3:48])([CH3:49])[CH2:19][CH:20]2[CH2:22][CH:21]2[C:23]2[CH:24]=[C:25]3[C:30](=[CH:31][C:32]=2[O:33][CH3:34])[N:29]=[C:28]([O:35][CH2:36][CH3:37])[CH:27]=[C:26]3[O:38][C@@H:39]2[CH2:40][C@@H:41]([C:44]([O:46][CH3:47])=[O:45])[NH:42][CH2:43]2)=[O:15])[C:6]([OH:50])=[O:5])[CH2:9][CH2:10][CH2:11][CH2:12]1, predict the reactants needed to synthesize it. The reactants are: C([O:5][C:6](=[O:50])[C@@H:7]([NH:13][C:14]([O:16][CH2:17][C:18]([CH3:49])([CH3:48])[CH2:19][CH:20]1[CH2:22][CH:21]1[C:23]1[CH:24]=[C:25]2[C:30](=[CH:31][C:32]=1[O:33][CH3:34])[N:29]=[C:28]([O:35][CH2:36][CH3:37])[CH:27]=[C:26]2[O:38][C@H:39]1[CH2:43][NH:42][C@H:41]([C:44]([O:46][CH3:47])=[O:45])[CH2:40]1)=[O:15])[CH:8]1[CH2:12][CH2:11][CH2:10][CH2:9]1)(C)(C)C.[ClH:51]. (5) Given the product [C:57]([C:59]1([C:65]2[CH:70]=[CH:69][CH:68]=[CH:67][CH:66]=2)[CH2:60][CH2:61][N:62]([C:12](=[O:14])[CH:11]([NH:10][C:9]([NH:8][CH2:7][CH2:6][C:4]2[N:3]=[CH:2][NH:1][CH:5]=2)=[O:24])[CH2:15][C:16]2[CH:21]=[CH:20][C:19]([O:22][CH3:23])=[CH:18][CH:17]=2)[CH2:63][CH2:64]1)#[N:58], predict the reactants needed to synthesize it. The reactants are: [NH:1]1[CH:5]=[C:4]([CH2:6][CH2:7][NH:8][C:9](=[O:24])[NH:10][CH:11]([CH2:15][C:16]2[CH:21]=[CH:20][C:19]([O:22][CH3:23])=[CH:18][CH:17]=2)[C:12]([OH:14])=O)[N:3]=[CH:2]1.C(N(C(C)C)CC)(C)C.CN(C(ON1N=NC2C=CC=CC1=2)=[N+](C)C)C.[B-](F)(F)(F)F.Cl.[C:57]([C:59]1([C:65]2[CH:70]=[CH:69][CH:68]=[CH:67][CH:66]=2)[CH2:64][CH2:63][NH:62][CH2:61][CH2:60]1)#[N:58].